Dataset: Reaction yield outcomes from USPTO patents with 853,638 reactions. Task: Predict the reaction yield, written as a fraction of the theoretical maximum amount of product (1.0 means a 100% yield; for example, 0.34 means a 34% yield). (1) The reactants are [Cl:1][C:2]1[CH:7]=[C:6]([S:8]([C:11]2[S:15][C:14]([CH2:16][N:17](C)[C:18](=O)OC(C)(C)C)=[CH:13][C:12]=2[C:26]2[C:27]([F:32])=[N:28][CH:29]=[CH:30][CH:31]=2)(=[O:10])=[O:9])[CH:5]=[CH:4][N:3]=1. The catalyst is C(OCC)(=O)C.C(O)C.C(OCC)(=O)C.Cl. The product is [ClH:1].[Cl:1][C:2]1[CH:7]=[C:6]([S:8]([C:11]2[S:15][C:14]([CH2:16][NH:17][CH3:18])=[CH:13][C:12]=2[C:26]2[C:27]([F:32])=[N:28][CH:29]=[CH:30][CH:31]=2)(=[O:9])=[O:10])[CH:5]=[CH:4][N:3]=1. The yield is 0.850. (2) The reactants are [C:1]1([CH:7]([C:20]2[CH:25]=[CH:24][CH:23]=[CH:22][CH:21]=2)[CH2:8][CH2:9][NH:10][C:11](=[O:19])[C:12]2[CH:17]=[CH:16][C:15](F)=[N:14][CH:13]=2)[CH:6]=[CH:5][CH:4]=[CH:3][CH:2]=1.[NH:26]1[CH2:31][CH2:30][CH2:29][CH2:28][CH2:27]1.[OH-].[K+].O. The catalyst is C1COCC1. The product is [C:1]1([CH:7]([C:20]2[CH:25]=[CH:24][CH:23]=[CH:22][CH:21]=2)[CH2:8][CH2:9][NH:10][C:11]([C:12]2[CH:17]=[CH:16][C:15]([N:26]3[CH2:31][CH2:30][CH2:29][CH2:28][CH2:27]3)=[N:14][CH:13]=2)=[O:19])[CH:6]=[CH:5][CH:4]=[CH:3][CH:2]=1. The yield is 0.584. (3) The reactants are [CH3:1][NH:2][C:3]([N:5]1[C:13]2[C:8](=[CH:9][C:10]([O:14][C:15]3[CH:20]=[CH:19][N:18]=[C:17]([NH2:21])[CH:16]=3)=[CH:11][CH:12]=2)[CH2:7][CH2:6]1)=[O:4]. The catalyst is C(O)(=O)C.C([O-])(=O)C.[Mn+3].C([O-])(=O)C.C([O-])(=O)C. The product is [CH3:1][NH:2][C:3]([N:5]1[C:13]2[C:8](=[CH:9][C:10]([O:14][C:15]3[CH:20]=[CH:19][N:18]=[C:17]([NH2:21])[CH:16]=3)=[CH:11][CH:12]=2)[CH:7]=[CH:6]1)=[O:4]. The yield is 0.610.